Dataset: Reaction yield outcomes from USPTO patents with 853,638 reactions. Task: Predict the reaction yield, written as a fraction of the theoretical maximum amount of product (1.0 means a 100% yield; for example, 0.34 means a 34% yield). (1) The product is [NH2:66][C:64](=[O:65])[C@@H:63]([NH:62][C:19]([C@:15]1([CH2:22][C:23]2[CH:28]=[C:27]([Br:29])[CH:26]=[C:25]([Br:30])[CH:24]=2)[CH2:16][CH2:17][CH2:18][N:14]1[C:12]([C@@H:8]1[CH2:9][CH2:10][CH2:11][N:7]1[C:5]([O:4][CH2:1][CH:2]=[CH2:3])=[O:6])=[O:13])=[O:20])[C@H:67]([OH:69])[CH3:68]. The yield is 0.840. The reactants are [CH2:1]([O:4][C:5]([N:7]1[CH2:11][CH2:10][CH2:9][C@H:8]1[C:12]([N:14]1[CH2:18][CH2:17][CH2:16][C@@:15]1([CH2:22][C:23]1[CH:28]=[C:27]([Br:29])[CH:26]=[C:25]([Br:30])[CH:24]=1)[C:19](O)=[O:20])=[O:13])=[O:6])[CH:2]=[CH2:3].C1C=CC2N(O)N=NC=2C=1.CCN=C=NCCCN(C)C.Cl.CCN(C(C)C)C(C)C.[NH2:62][C@@H:63]([C@H:67]([OH:69])[CH3:68])[C:64]([NH2:66])=[O:65]. The catalyst is C(Cl)Cl. (2) The reactants are [F:1][C:2]1[CH:7]=[CH:6][CH:5]=[C:4]([F:8])[C:3]=1[N:9]1[C:14]2[N:15]=[C:16](S(C)=O)[N:17]=[C:18]([C:19]3[CH:20]=[C:21]([CH:28]=[CH:29][C:30]=3[CH3:31])[C:22]([NH:24][CH:25]([CH3:27])[CH3:26])=[O:23])[C:13]=2[CH2:12][NH:11][C:10]1=[O:35].C(Cl)(Cl)Cl.[CH3:40][N:41]1[CH2:46][CH2:45][N:44]([CH:47]2[CH2:52][CH2:51][NH:50][CH2:49][CH2:48]2)[CH2:43][CH2:42]1.C(N(CC)C(C)C)(C)C. The catalyst is C1COCC1. The product is [F:1][C:2]1[CH:7]=[CH:6][CH:5]=[C:4]([F:8])[C:3]=1[N:9]1[C:14]2[N:15]=[C:16]([N:50]3[CH2:49][CH2:48][CH:47]([N:44]4[CH2:43][CH2:42][N:41]([CH3:40])[CH2:46][CH2:45]4)[CH2:52][CH2:51]3)[N:17]=[C:18]([C:19]3[CH:20]=[C:21]([CH:28]=[CH:29][C:30]=3[CH3:31])[C:22]([NH:24][CH:25]([CH3:27])[CH3:26])=[O:23])[C:13]=2[CH2:12][NH:11][C:10]1=[O:35]. The yield is 0.850. (3) The reactants are C([S:4][CH2:5][CH2:6][CH2:7][CH2:8][CH2:9][CH2:10][CH2:11][CH2:12][CH:13]([CH:19]([CH2:25][CH2:26][CH2:27][CH2:28][CH2:29][CH2:30][CH2:31][CH2:32][S:33]C(=O)C)[CH2:20][C:21](OC)=[O:22])[CH2:14][C:15](OC)=[O:16])(=O)C.C1COCC1.CC(C[AlH]CC(C)C)C. The catalyst is C1(C)C=CC=CC=1. The product is [SH:4][CH2:5][CH2:6][CH2:7][CH2:8][CH2:9][CH2:10][CH2:11][CH2:12][CH:13]([CH:19]([CH2:25][CH2:26][CH2:27][CH2:28][CH2:29][CH2:30][CH2:31][CH2:32][SH:33])[CH2:20][CH2:21][OH:22])[CH2:14][CH2:15][OH:16]. The yield is 0.300. (4) The yield is 0.890. The product is [CH2:8]([N:5]1[C:6]([B:16]2[O:20][C:19]([CH3:22])([CH3:21])[C:18]([CH3:24])([CH3:23])[O:17]2)=[CH:2][CH:3]=[N:4]1)[CH3:9]. The catalyst is [NH4+].[Cl-]. The reactants are C[C:2]1[CH:3]=[N:4][NH:5][CH:6]=1.[Li][CH2:8][CH2:9]CC.C(O[B:16]1[O:20][C:19]([CH3:22])([CH3:21])[C:18]([CH3:24])([CH3:23])[O:17]1)(C)C.